This data is from Full USPTO retrosynthesis dataset with 1.9M reactions from patents (1976-2016). The task is: Predict the reactants needed to synthesize the given product. (1) Given the product [F:1][C:2]1[CH:9]=[C:8]([CH:10]([OH:37])[CH2:11][CH2:12][C:13]2[N:17]([C:18]([C:19]3[CH:24]=[CH:23][CH:22]=[CH:21][CH:20]=3)([C:25]3[CH:26]=[CH:27][CH:28]=[CH:29][CH:30]=3)[C:31]3[CH:36]=[CH:35][CH:34]=[CH:33][CH:32]=3)[CH:16]=[N:15][CH:14]=2)[CH:7]=[CH:6][C:3]=1[C:4]#[N:5], predict the reactants needed to synthesize it. The reactants are: [F:1][C:2]1[CH:9]=[C:8]([CH:10]([OH:37])/[CH:11]=[CH:12]/[C:13]2[N:17]([C:18]([C:31]3[CH:36]=[CH:35][CH:34]=[CH:33][CH:32]=3)([C:25]3[CH:30]=[CH:29][CH:28]=[CH:27][CH:26]=3)[C:19]3[CH:24]=[CH:23][CH:22]=[CH:21][CH:20]=3)[CH:16]=[N:15][CH:14]=2)[CH:7]=[CH:6][C:3]=1[C:4]#[N:5]. (2) Given the product [OH:27][C:25]1[C:24]([CH3:1])=[CH:15][C:16]([CH2:18][CH2:19][CH3:20])=[CH:17][C:12]=1[CH:13]=[O:21], predict the reactants needed to synthesize it. The reactants are: [CH2:1]1N2CN3CN(C2)CN1C3.C[C:12]1[CH:17]=[C:16]([CH2:18][CH2:19][CH3:20])[CH:15]=C[C:13]=1[OH:21].Cl.F[C:24](F)(F)[C:25]([OH:27])=O. (3) Given the product [NH:25]1[C:29]2=[N:30][CH:31]=[C:32]([NH:34][C:12]([C:10]3[N:9]([CH2:17][C:18]4[S:19][CH:20]=[CH:21][N:22]=4)[C:6]4=[N:7][CH:8]=[C:3]([C:2]([F:24])([F:23])[F:1])[CH:4]=[C:5]4[CH:11]=3)=[O:14])[CH:33]=[C:28]2[CH:27]=[CH:26]1, predict the reactants needed to synthesize it. The reactants are: [F:1][C:2]([F:24])([F:23])[C:3]1[CH:4]=[C:5]2[CH:11]=[C:10]([C:12]([O:14]CC)=O)[N:9]([CH2:17][C:18]3[S:19][CH:20]=[CH:21][N:22]=3)[C:6]2=[N:7][CH:8]=1.[NH:25]1[C:29]2=[N:30][CH:31]=[C:32]([NH2:34])[CH:33]=[C:28]2[CH:27]=[CH:26]1.C[Al](C)C. (4) The reactants are: Cl[C:2]1[CH:11]=[C:10](Cl)[C:9]2[C:4](=[CH:5][CH:6]=[CH:7][CH:8]=2)[N:3]=1.[CH3:13][O-:14].[Na+].[CH3:16][OH:17]. Given the product [CH3:13][O:14][C:2]1[CH:11]=[C:10]([O:17][CH3:16])[C:9]2[C:4](=[CH:5][CH:6]=[CH:7][CH:8]=2)[N:3]=1, predict the reactants needed to synthesize it. (5) Given the product [OH:4][C@H:5]1[C:14]2[C:9](=[N:10][C:11]([C:21]3[CH:22]=[CH:23][CH:24]=[CH:25][CH:26]=3)=[C:12]([C:15]3[CH:20]=[CH:19][CH:18]=[CH:17][CH:16]=3)[N:13]=2)[N:8]([CH2:27][CH2:28][CH2:29][CH2:30][CH2:31][CH2:32][C:33]([OH:35])=[O:34])[CH2:7][CH2:6]1, predict the reactants needed to synthesize it. The reactants are: C([O:4][C@H:5]1[C:14]2[C:9](=[N:10][C:11]([C:21]3[CH:26]=[CH:25][CH:24]=[CH:23][CH:22]=3)=[C:12]([C:15]3[CH:20]=[CH:19][CH:18]=[CH:17][CH:16]=3)[N:13]=2)[N:8]([CH2:27][CH2:28][CH2:29][CH2:30][CH2:31][CH2:32][C:33]([O:35]CC)=[O:34])[CH2:7][CH2:6]1)(=O)C.[Li+].[OH-].Cl. (6) Given the product [Cl:1][C:2]1[CH:3]=[CH:4][C:5]([C:8]2[N:9]=[C:10]([NH:16][C:17]3[CH:22]=[C:21]([CH2:23][N:46]4[CH2:47][CH2:48][N:43]([CH3:42])[CH2:44][CH2:45]4)[CH:20]=[CH:19][C:18]=3[N+:25]([O-:27])=[O:26])[S:11][C:12]=2[C:13]([NH2:15])=[O:14])=[CH:6][CH:7]=1, predict the reactants needed to synthesize it. The reactants are: [Cl:1][C:2]1[CH:7]=[CH:6][C:5]([C:8]2[N:9]=[C:10]([NH:16][C:17]3[CH:22]=[C:21]([CH:23]=O)[CH:20]=[CH:19][C:18]=3[N+:25]([O-:27])=[O:26])[S:11][C:12]=2[C:13]([NH2:15])=[O:14])=[CH:4][CH:3]=1.C(O[BH-](OC(=O)C)OC(=O)C)(=O)C.[Na+].[CH3:42][N:43]1[CH2:48][CH2:47][NH:46][CH2:45][CH2:44]1.